Predict the reactants needed to synthesize the given product. From a dataset of Full USPTO retrosynthesis dataset with 1.9M reactions from patents (1976-2016). The reactants are: Cl[C:2]1[C:11]([C:12]([OH:14])=[O:13])=[CH:10][C:9]2[C:4](=[C:5]([Cl:16])[CH:6]=[C:7]([Cl:15])[CH:8]=2)[N:3]=1.[NH2:17][CH:18]([CH2:22][C:23]1[CH:28]=[CH:27][CH:26]=[C:25]([F:29])[CH:24]=1)[C:19]([OH:21])=[O:20]. Given the product [C:19]([CH:18]([NH:17][C:2]1[C:11]([C:12]([OH:14])=[O:13])=[CH:10][C:9]2[C:4](=[C:5]([Cl:16])[CH:6]=[C:7]([Cl:15])[CH:8]=2)[N:3]=1)[CH2:22][C:23]1[CH:28]=[CH:27][CH:26]=[C:25]([F:29])[CH:24]=1)([OH:21])=[O:20], predict the reactants needed to synthesize it.